Task: Predict the product of the given reaction.. Dataset: Forward reaction prediction with 1.9M reactions from USPTO patents (1976-2016) (1) The product is: [OH2:23].[F:1][C:2]1[CH:3]=[CH:4][C:5]([CH2:6][CH2:7][NH:8][C:9](=[N:11][C:12]2[CH:20]=[C:19]3[C:15]([CH2:16][C@@H:17]([OH:36])[C@@H:18]3[NH:21][C:22]([C:24]3[CH:29]=[CH:28][C:27]([C:30]4[CH:31]=[CH:32][CH:33]=[CH:34][CH:35]=4)=[CH:26][CH:25]=3)=[O:23])=[CH:14][CH:13]=2)[CH3:10])=[CH:37][CH:38]=1.[C:27]1([C:30]2[CH:31]=[CH:32][CH:33]=[CH:34][CH:35]=2)[CH:26]=[CH:25][C:24]([C:22]([NH:21][C@@H:18]2[C:19]3[C:15](=[CH:14][CH:13]=[C:12]([N:11]=[C:9]([NH:8][CH2:7][CH2:6][C:5]4[CH:37]=[CH:38][C:2]([F:1])=[CH:3][CH:4]=4)[CH3:10])[CH:20]=3)[CH2:16][C@H:17]2[OH:36])=[O:23])=[CH:29][CH:28]=1. Given the reactants [F:1][C:2]1[CH:38]=[CH:37][C:5]([CH2:6][CH2:7][NH:8][C:9](=[N:11][C:12]2[CH:20]=[C:19]3[C:15]([CH2:16][C@@H:17]([OH:36])[C@@H:18]3[NH:21][C:22]([C:24]3[CH:29]=[CH:28][C:27]([C:30]4[CH:35]=[CH:34][CH:33]=[CH:32][CH:31]=4)=[CH:26][CH:25]=3)=[O:23])=[CH:14][CH:13]=2)[CH3:10])=[CH:4][CH:3]=1, predict the reaction product. (2) Given the reactants [C@@H:1]([N:5]1[C:13]2[CH:12]=[C:11](Cl)[N:10]=[CH:9][C:8]=2[C:7]([N:15]2[CH2:21][C:17]3([CH2:20][O:19][CH2:18]3)[CH2:16]2)=[N:6]1)([CH2:3][CH3:4])[CH3:2].[CH3:22][S:23]([C:26]([CH3:37])([CH3:36])[CH2:27][O:28][C:29]1[N:34]=[C:33]([NH2:35])[CH:32]=[CH:31][N:30]=1)(=[O:25])=[O:24], predict the reaction product. The product is: [C@@H:1]([N:5]1[C:13]2[CH:12]=[C:11]([NH:35][C:33]3[CH:32]=[CH:31][N:30]=[C:29]([O:28][CH2:27][C:26]([S:23]([CH3:22])(=[O:25])=[O:24])([CH3:36])[CH3:37])[N:34]=3)[N:10]=[CH:9][C:8]=2[C:7]([N:15]2[CH2:21][C:17]3([CH2:20][O:19][CH2:18]3)[CH2:16]2)=[N:6]1)([CH2:3][CH3:4])[CH3:2]. (3) Given the reactants [C:1]([C:3]1[C:4]([C:8]2[CH:13]=[CH:12][CH:11]=[C:10]([N+:14]([O-:16])=[O:15])[CH:9]=2)=[N:5][NH:6][CH:7]=1)#[CH:2].O.FC(F)(F)C(O)=[O:21].C(OCC)C, predict the reaction product. The product is: [N+:14]([C:10]1[CH:9]=[C:8]([C:4]2[C:3]([C:1](=[O:21])[CH3:2])=[CH:7][NH:6][N:5]=2)[CH:13]=[CH:12][CH:11]=1)([O-:16])=[O:15]. (4) Given the reactants [Cl:1][C:2]1[CH:3]=[C:4]([CH:7]=[C:8]([Cl:11])[C:9]=1[OH:10])[CH:5]=[O:6].[CH3:12][Mg+].[Br-].[NH4+].[Cl-].O, predict the reaction product. The product is: [Cl:1][C:2]1[CH:3]=[C:4]([CH:5]([OH:6])[CH3:12])[CH:7]=[C:8]([Cl:11])[C:9]=1[OH:10]. (5) Given the reactants C[O:2][C:3]([C:5]1[C:6]2[CH:7]=[CH:8][N:9]([C:15]([O:17][C:18]([CH3:21])([CH3:20])[CH3:19])=[O:16])[C:10]=2[CH:11]=[C:12]([Cl:14])[CH:13]=1)=O.CC(C[AlH]CC(C)C)C, predict the reaction product. The product is: [C:18]([O:17][C:15]([N:9]1[C:10]2[C:6](=[C:5]([CH2:3][OH:2])[CH:13]=[C:12]([Cl:14])[CH:11]=2)[CH:7]=[CH:8]1)=[O:16])([CH3:21])([CH3:19])[CH3:20]. (6) Given the reactants N#N.[NH:3]1[C:7]2[CH:8]=[CH:9][CH:10]=[CH:11][C:6]=2[N:5]=[C:4]1[C@H:12]([NH2:21])[CH2:13][C:14]1[CH:19]=[CH:18][C:17]([CH3:20])=[CH:16][CH:15]=1.[C:22](N1C=CN=C1)(N1C=CN=C1)=[O:23].O, predict the reaction product. The product is: [CH3:20][C:17]1[CH:16]=[CH:15][C:14]([CH2:13][C@@H:12]2[C:4]3=[N:5][C:6]4[CH:11]=[CH:10][CH:9]=[CH:8][C:7]=4[N:3]3[C:22](=[O:23])[NH:21]2)=[CH:19][CH:18]=1. (7) Given the reactants [CH2:1]([O:3][C:4](=[O:34])[C:5]([O:8][C:9]1[CH:14]=[CH:13][C:12]([O:15][CH2:16][CH2:17][CH:18]2[CH2:22][N:21](CC3C=CC(OC)=CC=3)[C:20](=[O:32])[N:19]2[CH3:33])=[CH:11][CH:10]=1)([CH3:7])[CH3:6])[CH3:2].C([SiH](CC)CC)C.FC(F)(F)C(O)=O, predict the reaction product. The product is: [CH2:1]([O:3][C:4](=[O:34])[C:5]([CH3:7])([O:8][C:9]1[CH:10]=[CH:11][C:12]([O:15][CH2:16][CH2:17][CH:18]2[CH2:22][NH:21][C:20](=[O:32])[N:19]2[CH3:33])=[CH:13][CH:14]=1)[CH3:6])[CH3:2].